This data is from Forward reaction prediction with 1.9M reactions from USPTO patents (1976-2016). The task is: Predict the product of the given reaction. (1) Given the reactants B.C1COCC1.[N+:7]([C:10]1[CH:15]=[CH:14][C:13]([CH2:16][C:17](O)=[O:18])=[C:12]([CH2:20][C:21](O)=[O:22])[CH:11]=1)([O-:9])=[O:8], predict the reaction product. The product is: [N+:7]([C:10]1[CH:15]=[CH:14][C:13]([CH2:16][CH2:17][OH:18])=[C:12]([CH2:20][CH2:21][OH:22])[CH:11]=1)([O-:9])=[O:8]. (2) Given the reactants [NH2:1][C:2]1[C:10]([Cl:11])=[CH:9][C:5]([C:6]([OH:8])=O)=[C:4]([O:12][CH3:13])[CH:3]=1.CN1CCOCC1.ClC(OCC(C)C)=O.C(O)(=O)CCC(O)=O.[N:37]1([CH2:42][CH2:43][CH2:44][N:45]2[CH2:50][CH2:49][CH:48]([CH2:51][NH2:52])[CH2:47][CH2:46]2)[CH:41]=[CH:40][N:39]=[N:38]1, predict the reaction product. The product is: [N:37]1([CH2:42][CH2:43][CH2:44][N:45]2[CH2:46][CH2:47][CH:48]([CH2:51][NH:52][C:6](=[O:8])[C:5]3[CH:9]=[C:10]([Cl:11])[C:2]([NH2:1])=[CH:3][C:4]=3[O:12][CH3:13])[CH2:49][CH2:50]2)[CH:41]=[CH:40][N:39]=[N:38]1. (3) Given the reactants Br[C:2]1[S:6][C:5]([C:7]2[N:11]3[N:12]=[C:13]([CH3:21])[CH:14]=[C:15]([CH:16]([CH2:19][CH3:20])[CH2:17][CH3:18])[C:10]3=[N:9][C:8]=2[CH3:22])=[C:4]([CH3:23])[CH:3]=1.[Br-].[CH2:25]([Zn+])[C:26]1[CH:31]=[CH:30][CH:29]=[CH:28][CH:27]=1.C1COCC1, predict the reaction product. The product is: [CH2:25]([C:2]1[S:6][C:5]([C:7]2[N:11]3[N:12]=[C:13]([CH3:21])[CH:14]=[C:15]([CH:16]([CH2:19][CH3:20])[CH2:17][CH3:18])[C:10]3=[N:9][C:8]=2[CH3:22])=[C:4]([CH3:23])[CH:3]=1)[C:26]1[CH:31]=[CH:30][CH:29]=[CH:28][CH:27]=1. (4) Given the reactants [H-].[Al+3].[Li+].[H-].[H-].[H-].C([O:9][C:10](=O)[CH2:11][CH:12]1[CH2:21][CH2:20][C:15]2([O:19][CH2:18][CH2:17][O:16]2)[CH2:14][CH2:13]1)C.CC(C)=O.[OH-].[Na+], predict the reaction product. The product is: [O:16]1[C:15]2([CH2:20][CH2:21][CH:12]([CH2:11][CH2:10][OH:9])[CH2:13][CH2:14]2)[O:19][CH2:18][CH2:17]1. (5) The product is: [Br:1][C:2]1[CH:3]=[C:4]([CH3:9])[C:5](=[O:8])[N:6]([CH:10]([CH3:12])[CH3:11])[CH:7]=1. Given the reactants [Br:1][C:2]1[CH:3]=[C:4]([CH3:9])[C:5]([OH:8])=[N:6][CH:7]=1.[CH:10](Br)([CH3:12])[CH3:11], predict the reaction product.